Dataset: Catalyst prediction with 721,799 reactions and 888 catalyst types from USPTO. Task: Predict which catalyst facilitates the given reaction. (1) Product: [OH:1][C:2]1[C:7]([NH:8][C:16]([CH:11]2[CH2:15][CH2:14][CH2:13][CH2:12]2)=[O:17])=[CH:6][CH:5]=[CH:4][N:3]=1. The catalyst class is: 50. Reactant: [OH:1][C:2]1[C:7]([N+:8]([O-])=O)=[CH:6][CH:5]=[CH:4][N:3]=1.[CH:11]1([C:16](Cl)=[O:17])[CH2:15][CH2:14][CH2:13][CH2:12]1.CN1CCOCC1. (2) Reactant: [Cl:1][C:2]1[CH:7]=[C:6]([Cl:8])[CH:5]=[CH:4][C:3]=1[CH:9]1[S:15][CH2:14][CH2:13][N:12]([CH2:16][C:17]([O:19]C)=[O:18])[C:11]2[N:21]([CH3:30])[N:22]=[C:23]([C:24]3[CH:29]=[CH:28][CH:27]=[CH:26][N:25]=3)[C:10]1=2.[OH-].[Li+].Cl. Product: [Cl:1][C:2]1[CH:7]=[C:6]([Cl:8])[CH:5]=[CH:4][C:3]=1[CH:9]1[S:15][CH2:14][CH2:13][N:12]([CH2:16][C:17]([OH:19])=[O:18])[C:11]2[N:21]([CH3:30])[N:22]=[C:23]([C:24]3[CH:29]=[CH:28][CH:27]=[CH:26][N:25]=3)[C:10]1=2. The catalyst class is: 20. (3) Reactant: [C:1]1([C:18]2[CH:23]=[CH:22][CH:21]=[CH:20][CH:19]=2)[CH:6]=[CH:5][CH:4]=[CH:3][C:2]=1[P:7]1[C:12]([CH3:14])([CH3:13])[CH2:11][C:10](=[O:15])[CH2:9][C:8]1([CH3:17])[CH3:16].B(F)(F)F.[CH3:28]COCC.P.C[Si](C=[N+]=[N-])(C)C. Product: [C:1]1([C:18]2[CH:19]=[CH:20][CH:21]=[CH:22][CH:23]=2)[CH:6]=[CH:5][CH:4]=[CH:3][C:2]=1[P:7]1[C:8]([CH3:16])([CH3:17])[CH2:9][CH2:28][C:10](=[O:15])[CH2:11][C:12]1([CH3:14])[CH3:13]. The catalyst class is: 33.